This data is from Experimentally validated miRNA-target interactions with 360,000+ pairs, plus equal number of negative samples. The task is: Binary Classification. Given a miRNA mature sequence and a target amino acid sequence, predict their likelihood of interaction. (1) The miRNA is mmu-miR-539-3p with sequence CAUACAAGGAUAAUUUCUUUUU. The protein sequence of the target gene is MATPGPRDIPLLPGSPRRLSPQAGSRGGQGPKHGQQCLKMPGPRAPGLQGGSNRDPGQPCGGESTRSSSVINNYLDANEPVSLEARLSRMHFHDSQRKVDYVLAYHYRKRGVHLAQGFPGHSLAIVSNGETGKEPHAGGPGDIELGPLDALEEERKEQREEFEHNLMEAGLELEKDLENKSQGSIFVRIHAPWQVLAREAEFLKIKVPTKKEMYEIKAGGSIAKKFSAALQKLSSHLQPRVPEHSNNKMKNLSYPFSREKMYLYNIQEKDTFFDNATRSRIVHEILKRTACSRANNTMGI.... Result: 0 (no interaction). (2) The protein sequence of the target gene is MLGARRLLGALRLCSSVSCPRPRASAKMRVRDALRVQDARGECVTVQGWIRSVRSQKEVLFLHVNDGSSLESLQIVADSSFDSRELTFGSSVQVQGQLVKSQSKRQNVELKAEKIEVIGDCEAKAFPIKYKERHPLEYLRQYPHLRCRTNALGSILRVRSEATAAIHSYFKDNGFVHIHTPVLTSNDCEGAGELFQVEPSSKIKGPKESFFDVPAFLTVSGQLHLEVMSGAFTQVFTFGPTFRAENSQSRRHLAEFYMVEAEISFVESLQDLMQVMEELFKATTEMVLSHCPEDVELCHQ.... Result: 0 (no interaction). The miRNA is mmu-miR-3552 with sequence AGGCUGCAGGCCCACUUCCCU. (3) The miRNA is mmu-miR-467g with sequence UAUACAUACACACACAUAUAU. The protein sequence of the target gene is MSSARTPLPTLNERDTEQPTLGHLDSKPSSKSNMLRGRNSATSADEQPHIGNYRLLKTIGKGNFAKVKLARHILTGKEVAVKIIDKTQLNSSSLQKLFREVRIMKVLNHPNIVKLFEVIETEKTLYLVMEYASGGEVFDYLVAHGRMKEKEARAKFRQIVSAVQYCHQKFIVHRDLKAENLLLDADMNIKIADFGFSNEFTFGNKLDTFCGSPPYAAPELFQGKKIDGPEVDVWSLGVILYTLVSGSLPFDGQNLKELRERVLRGKYRIPFYMSTDCENLLKKFLILNPSKRGTLEQIMK.... Result: 0 (no interaction). (4) The miRNA is hsa-miR-6499-3p with sequence AGCAGUGUUUGUUUUGCCCACA. The protein sequence of the target gene is MGEPQQVSALPPPPMQYIKEYTDENIQEGLAPKPPPPIKDSYMMFGNQFQCDDLIIRPLESQGIERLHPMQFDHKKELRKLNMSILINFLDLLDILIRSPGSIKREEKLEDLKLLFVHVHHLINEYRPHQARETLRVMMEVQKRQRLETAERFQKHLERVIEMIQNCLASLPDDLPHSEAGMRVKTEPMDADDSNNCTGQNEHQRENSGHRRDQIIEKDAALCVLIDEMNERP. Result: 1 (interaction). (5) The miRNA is hsa-miR-887-3p with sequence GUGAACGGGCGCCAUCCCGAGG. The protein sequence of the target gene is MSTKNFRVSDGDWICPDKKCGNVNFARRTSCNRCGREKTTEAKMMKAGGTEIGKTLAEKSRGLFSANDWQCKTCSNVNWARRSECNMCNTPKYAKLEERTGYGGGFNERENVEYIEREESDGEYDEFGRKKKKYRGKAVGPASILKEVEDKESEGEEEDEDEDLSKYKLDEDEDEDDADLSKYNLDASEEEDSNKKKSNRRSRSKSRSSHSRSSSRSSSPSSSRSRSRSRSRSSSSSQSRSRSSSRERSRSRGSKSRSSSRSHRGSSSPRKRSYSSSSSSPERNRKRSRSRSSSSGDRKK.... Result: 1 (interaction). (6) The miRNA is hsa-miR-7977 with sequence UUCCCAGCCAACGCACCA. The protein sequence of the target gene is MSAPPALQIREANAHLAAVHRRAAELEARLDAAERTVHAQAERLALHDQQLRAALDELGRAKDREIATLQEQLMTSEATVHSLQATVHQRDELIRQLQPRAELLQDICRRRPPLAGLLDALAEAERLGPLPASDPGHPPPGGPGPPLDNSTGEEADRDHLQPAVFGTTV. Result: 1 (interaction). (7) The miRNA is hsa-miR-30a-5p with sequence UGUAAACAUCCUCGACUGGAAG. The protein sequence of the target gene is MPGGCSRGPAAGDGRLRLARLALVLLGWVSSSSPTSSASSFSSSAPFLASAVSAQPPLPDQCPALCECSEAARTVKCVNRNLTEVPTDLPAYVRNLFLTGNQLAVLPAGAFARRPPLAELAALNLSGSRLDEVRAGAFEHLPSLRQLDLSHNPLADLSPFAFSGSNASVSAPSPLVELILNHIVPPEDERQNRSFEGMVVAALLAGRALQGLRRLELASNHFLYLPRDVLAQLPSLRHLDLSNNSLVSLTYVSFRNLTHLESLHLEDNALKVLHNGTLAELQGLPHIRVFLDNNPWVCDC.... Result: 1 (interaction).